Dataset: Full USPTO retrosynthesis dataset with 1.9M reactions from patents (1976-2016). Task: Predict the reactants needed to synthesize the given product. (1) Given the product [CH2:13]([CH:15]1[CH2:16][CH2:17][C:18]2[O:22][CH:21]=[CH:20][C:19]=2/[C:23]/1=[N:11]\[OH:12])[CH3:14], predict the reactants needed to synthesize it. The reactants are: O1C2C(=CC=CC=2)/C(=[N:11]/[OH:12])/CC1.[CH2:13]([CH:15]1[C:23](=O)[C:19]2[CH:20]=[CH:21][O:22][C:18]=2[CH2:17][CH2:16]1)[CH3:14]. (2) Given the product [Cl:22][C:23]1[CH:28]=[CH:27][C:26]([C:29]([C:2]2[CH:15]=[CH:14][C:5]([NH:6][C:7](=[O:13])[O:8][C:9]([CH3:12])([CH3:11])[CH3:10])=[C:4]([CH3:16])[CH:3]=2)([OH:34])[C:30]([F:32])([F:33])[F:31])=[CH:25][CH:24]=1, predict the reactants needed to synthesize it. The reactants are: I[C:2]1[CH:15]=[CH:14][C:5]([NH:6][C:7](=[O:13])[O:8][C:9]([CH3:12])([CH3:11])[CH3:10])=[C:4]([CH3:16])[CH:3]=1.C([Li])CCC.[Cl:22][C:23]1[CH:28]=[CH:27][C:26]([C:29](=[O:34])[C:30]([F:33])([F:32])[F:31])=[CH:25][CH:24]=1.[Cl-].[NH4+]. (3) Given the product [NH:3]1[CH2:8][CH2:7][CH:6]([CH:9]2[CH2:14][CH2:13][N:12]([C:15]([O:17][C:18]([CH3:21])([CH3:20])[CH3:19])=[O:16])[CH2:11][CH2:10]2)[CH2:5][CH2:4]1, predict the reactants needed to synthesize it. The reactants are: Cl.Cl.[NH:3]1[CH2:8][CH2:7][CH:6]([CH:9]2[CH2:14][CH2:13][NH:12][CH2:11][CH2:10]2)[CH2:5][CH2:4]1.[C:15](OC([O-])=O)([O:17][C:18]([CH3:21])([CH3:20])[CH3:19])=[O:16].